Task: Regression. Given two drug SMILES strings and cell line genomic features, predict the synergy score measuring deviation from expected non-interaction effect.. Dataset: NCI-60 drug combinations with 297,098 pairs across 59 cell lines Drug 1: CS(=O)(=O)C1=CC(=C(C=C1)C(=O)NC2=CC(=C(C=C2)Cl)C3=CC=CC=N3)Cl. Drug 2: CN(C)C1=NC(=NC(=N1)N(C)C)N(C)C. Cell line: OVCAR-4. Synergy scores: CSS=-3.29, Synergy_ZIP=-0.0488, Synergy_Bliss=-3.45, Synergy_Loewe=-9.25, Synergy_HSA=-6.85.